Dataset: Forward reaction prediction with 1.9M reactions from USPTO patents (1976-2016). Task: Predict the product of the given reaction. (1) The product is: [F:8][C:4]1[CH:5]=[CH:6][CH:7]=[C:2]([O:16][CH2:15][CH2:14][O:13][CH3:12])[C:3]=1[N+:9]([O-:11])=[O:10]. Given the reactants F[C:2]1[CH:7]=[CH:6][CH:5]=[C:4]([F:8])[C:3]=1[N+:9]([O-:11])=[O:10].[CH3:12][O:13][CH2:14][CH2:15][OH:16], predict the reaction product. (2) Given the reactants [CH3:1][O:2][C:3]1[C:11]([C:12]([F:15])([F:14])[F:13])=[CH:10][C:6]([C:7](O)=[O:8])=[CH:5][C:4]=1[C:16]([N:18]1[CH2:22][CH2:21][CH2:20][CH2:19]1)=[O:17].C(Cl)(=O)C([Cl:26])=O, predict the reaction product. The product is: [CH3:1][O:2][C:3]1[C:11]([C:12]([F:15])([F:14])[F:13])=[CH:10][C:6]([C:7]([Cl:26])=[O:8])=[CH:5][C:4]=1[C:16]([N:18]1[CH2:22][CH2:21][CH2:20][CH2:19]1)=[O:17]. (3) Given the reactants [CH3:1][O:2][C:3]1[N:8]=[C:7]([C:9]2[N:10]=[C:11]([NH:28][C:29]3[CH:34]=[CH:33][C:32]([CH:35]4[CH2:40][CH2:39][N:38](C(OC(C)(C)C)=O)[CH2:37][CH2:36]4)=[C:31]([CH3:48])[CH:30]=3)[C:12]3[C:13](=[O:27])[N:14](COCC[Si](C)(C)C)[CH:15]=[CH:16][C:17]=3[CH:18]=2)[CH:6]=[N:5][CH:4]=1.Cl, predict the reaction product. The product is: [CH3:1][O:2][C:3]1[N:8]=[C:7]([C:9]2[CH:18]=[C:17]3[C:12](=[C:11]([NH:28][C:29]4[CH:34]=[CH:33][C:32]([CH:35]5[CH2:40][CH2:39][NH:38][CH2:37][CH2:36]5)=[C:31]([CH3:48])[CH:30]=4)[N:10]=2)[C:13](=[O:27])[NH:14][CH:15]=[CH:16]3)[CH:6]=[N:5][CH:4]=1. (4) Given the reactants [CH:1]([C:4]1[CH:9]=[CH:8][C:7]([CH:10]2[C:14]3[C:15]([CH3:22])=[C:16]([NH2:21])[C:17]([CH3:20])=[C:18]([CH3:19])[C:13]=3[O:12][C:11]2([CH3:24])[CH3:23])=[CH:6][CH:5]=1)([CH3:3])[CH3:2].[S:25]1[CH:29]=[CH:28][CH:27]=[C:26]1[C:30](Cl)=[O:31], predict the reaction product. The product is: [CH:1]([C:4]1[CH:9]=[CH:8][C:7]([CH:10]2[C:14]3[C:15]([CH3:22])=[C:16]([NH:21][C:30]([C:26]4[S:25][CH:29]=[CH:28][CH:27]=4)=[O:31])[C:17]([CH3:20])=[C:18]([CH3:19])[C:13]=3[O:12][C:11]2([CH3:24])[CH3:23])=[CH:6][CH:5]=1)([CH3:3])[CH3:2]. (5) Given the reactants [F:1][C:2]1[CH:11]=[C:10]2[C:5]([C:6](=O)[NH:7][C:8]([N:12]3[CH:16]=[C:15]([C:17]([O:19]CC)=[O:18])[CH:14]=[N:13]3)=[N:9]2)=[CH:4][C:3]=1[C:23]1[CH:28]=[CH:27][CH:26]=[CH:25][C:24]=1[CH3:29].[CH3:30][NH:31][CH2:32][CH3:33], predict the reaction product. The product is: [CH2:32]([N:31]([CH3:30])[C:6]1[C:5]2[C:10](=[CH:11][C:2]([F:1])=[C:3]([C:23]3[CH:28]=[CH:27][CH:26]=[CH:25][C:24]=3[CH3:29])[CH:4]=2)[N:9]=[C:8]([N:12]2[CH:16]=[C:15]([C:17]([OH:19])=[O:18])[CH:14]=[N:13]2)[N:7]=1)[CH3:33].